From a dataset of Full USPTO retrosynthesis dataset with 1.9M reactions from patents (1976-2016). Predict the reactants needed to synthesize the given product. (1) Given the product [CH2:1]([C:3]1[C:4]([C:9]([OH:10])=[O:16])=[N:5][CH:6]=[N:7][CH:8]=1)[CH3:2], predict the reactants needed to synthesize it. The reactants are: [CH2:1]([C:3]1[C:4]([C:9]2[O:10]C=CC=2)=[N:5][CH:6]=[N:7][CH:8]=1)[CH3:2].CC(C)=[O:16].[Mn]([O-])(=O)(=O)=O.[K+].C(=O)([O-])O.[Na+]. (2) Given the product [CH3:1][N:2]1[C:6]([C:7]2[CH:19]=[N:18][C:17]3[C:16]4[CH:15]=[C:14]([O:20][CH3:21])[C:13]([C:22]([O:24][CH3:25])=[O:23])=[CH:12][C:11]=4[N:10]([C@H:33]([C:27]4[CH:32]=[CH:31][CH:30]=[CH:29][CH:28]=4)[CH:35]4[CH2:36][CH2:37][O:38][CH2:39][CH2:40]4)[C:9]=3[CH:8]=2)=[C:5]([CH3:26])[N:4]=[N:3]1, predict the reactants needed to synthesize it. The reactants are: [CH3:1][N:2]1[C:6]([C:7]2[CH:19]=[N:18][C:17]3[C:16]4[CH:15]=[C:14]([O:20][CH3:21])[C:13]([C:22]([O:24][CH3:25])=[O:23])=[CH:12][C:11]=4[NH:10][C:9]=3[CH:8]=2)=[C:5]([CH3:26])[N:4]=[N:3]1.[C:27]1([C@@H:33]([CH:35]2[CH2:40][CH2:39][O:38][CH2:37][CH2:36]2)O)[CH:32]=[CH:31][CH:30]=[CH:29][CH:28]=1.C1(P(C2C=CC=CC=2)C2C=CC=CC=2)C=CC=CC=1.CC(OC(/N=N/C(OC(C)C)=O)=O)C. (3) The reactants are: C(OOC(=O)C1C=CC=CC=1)(=O)C1C=CC=CC=1.C1COCC1.[CH3:24][C:25]([C:27]([O:29][CH2:30][CH2:31][OH:32])=[O:28])=[CH2:26].C1COCC1. Given the product [CH3:26][C:25]([C:27]([O:29][CH2:30][CH2:31][OH:32])=[O:28])=[CH2:24], predict the reactants needed to synthesize it. (4) Given the product [O:1]=[C:2]([C:13]1[S:20][C:19]([CH3:21])=[C:18]2[C:14]=1[CH2:15][C@H:16]1[C:22]([CH3:24])([CH3:23])[C@H:17]12)[CH2:3][CH2:4][C:5]1[CH:6]=[CH:7][C:8]([CH2:9][N:25]2[CH2:28][CH:27]([C:29]([OH:31])=[O:30])[CH2:26]2)=[CH:11][CH:12]=1, predict the reactants needed to synthesize it. The reactants are: [O:1]=[C:2]([C:13]1[S:20][C:19]([CH3:21])=[C:18]2[C:14]=1[CH2:15][C@H:16]1[C:22]([CH3:24])([CH3:23])[C@H:17]12)[CH:3]=[CH:4][C:5]1[CH:12]=[CH:11][C:8]([CH:9]=O)=[CH:7][CH:6]=1.[NH:25]1[CH2:28][CH:27]([C:29]([OH:31])=[O:30])[CH2:26]1.CO. (5) Given the product [CH3:31][O:32][CH2:33][C:34]([N:1]1[CH2:5][CH2:4][C@@H:3]([NH:6][C:7]([C:9]2[C:13]3[N:14]=[CH:15][N:16]=[C:17]([C:18]4[C:26]5[O:25][CH2:24][O:23][C:22]=5[CH:21]=[CH:20][C:19]=4[O:27][CH2:28][CH2:29][CH3:30])[C:12]=3[NH:11][CH:10]=2)=[O:8])[CH2:2]1)=[O:35], predict the reactants needed to synthesize it. The reactants are: [NH:1]1[CH2:5][CH2:4][C@@H:3]([NH:6][C:7]([C:9]2[C:13]3[N:14]=[CH:15][N:16]=[C:17]([C:18]4[C:26]5[O:25][CH2:24][O:23][C:22]=5[CH:21]=[CH:20][C:19]=4[O:27][CH2:28][CH2:29][CH3:30])[C:12]=3[NH:11][CH:10]=2)=[O:8])[CH2:2]1.[CH3:31][O:32][CH2:33][C:34](Cl)=[O:35]. (6) Given the product [C:10]1([C:9](=[O:16])[CH:17]([CH3:3])[C:18]([C:19]2[CH:24]=[CH:23][CH:22]=[CH:21][CH:20]=2)=[O:25])[CH:15]=[CH:14][CH:13]=[CH:12][CH:11]=1, predict the reactants needed to synthesize it. The reactants are: O=O.[CH3:3]C(C)([O-])C.[K+].[C:9]([CH2:17][C:18](=[O:25])[C:19]1[CH:24]=[CH:23][CH:22]=[CH:21][CH:20]=1)(=[O:16])[C:10]1[CH:15]=[CH:14][CH:13]=[CH:12][CH:11]=1.IC.